From a dataset of Retrosynthesis with 50K atom-mapped reactions and 10 reaction types from USPTO. Predict the reactants needed to synthesize the given product. The reactants are: BrCc1ccccc1.O=C(O)C1CCc2cc(O)ccc2C1. Given the product O=C(O)C1CCc2cc(OCc3ccccc3)ccc2C1, predict the reactants needed to synthesize it.